Dataset: Full USPTO retrosynthesis dataset with 1.9M reactions from patents (1976-2016). Task: Predict the reactants needed to synthesize the given product. (1) Given the product [CH3:30][S:31]([O:18][CH2:17][CH2:16][CH2:15][N:7]1[C:8](=[O:14])[C:9]2[N:10]([CH2:11][CH:12]=[CH2:13])[C:2]([Cl:1])=[N:3][C:4]=2[N:5]([CH2:20][CH2:21][CH3:22])[C:6]1=[O:19])(=[O:33])=[O:32], predict the reactants needed to synthesize it. The reactants are: [Cl:1][C:2]1[N:10]([CH2:11][CH:12]=[CH2:13])[C:9]2[C:8](=[O:14])[N:7]([CH2:15][CH2:16][CH2:17][OH:18])[C:6](=[O:19])[N:5]([CH2:20][CH2:21][CH3:22])[C:4]=2[N:3]=1.C(N(CC)CC)C.[CH3:30][S:31](O[S:31]([CH3:30])(=[O:33])=[O:32])(=[O:33])=[O:32].O. (2) Given the product [Cl:1][C:2]1[S:6][C:5]([C:7]2[CH:8]=[CH:34][N:31]=[C:29]([NH:28][C:20]3[CH:21]=[C:22]([O:26][CH3:27])[C:23]([O:24][CH3:25])=[C:18]([O:17][CH3:16])[CH:19]=3)[N:30]=2)=[N:4][CH:3]=1, predict the reactants needed to synthesize it. The reactants are: [Cl:1][C:2]1[S:6][C:5]([CH:7]=[CH:8]N(C)C)=[N:4][CH:3]=1.[N+]([O-])([O-])=O.[CH3:16][O:17][C:18]1[CH:19]=[C:20]([NH:28][C:29]([NH2:31])=[NH2+:30])[CH:21]=[C:22]([O:26][CH3:27])[C:23]=1[O:24][CH3:25].[OH-].[Na+].[CH:34](O)(C)C. (3) The reactants are: [CH3:1][O:2][C:3]1[CH:4]=[N:5][C:6]2[C:11]([CH:12]=1)=[CH:10][C:9]([CH2:13][C:14]([O:16][C:17]([CH3:20])([CH3:19])[CH3:18])=[O:15])=[CH:8][CH:7]=2.[CH3:21][Si]([N-][Si](C)(C)C)(C)C.[Li+].IC. Given the product [CH3:1][O:2][C:3]1[CH:4]=[N:5][C:6]2[C:11]([CH:12]=1)=[CH:10][C:9]([CH:13]([CH3:21])[C:14]([O:16][C:17]([CH3:20])([CH3:19])[CH3:18])=[O:15])=[CH:8][CH:7]=2, predict the reactants needed to synthesize it. (4) Given the product [F:16][C:17]([F:30])([F:31])[C:18]1[CH:19]=[C:20]([CH:23]=[C:24]([C:26]([F:29])([F:27])[F:28])[CH:25]=1)[CH2:21][O:13][CH2:12][C:7]1([C:1]2[CH:2]=[CH:3][CH:4]=[CH:5][CH:6]=2)[O:11][CH2:10][CH2:9][O:8]1, predict the reactants needed to synthesize it. The reactants are: [C:1]1([C:7]2([CH2:12][OH:13])[O:11][CH2:10][CH2:9][O:8]2)[CH:6]=[CH:5][CH:4]=[CH:3][CH:2]=1.[H-].[Na+].[F:16][C:17]([F:31])([F:30])[C:18]1[CH:19]=[C:20]([CH:23]=[C:24]([C:26]([F:29])([F:28])[F:27])[CH:25]=1)[CH2:21]Br.O. (5) Given the product [Cl:12][C:13]1[N:18]([CH2:2][CH:3]([CH3:5])[CH3:4])[C:17](=[O:19])[N:16]([CH3:20])[C:15](=[O:21])[CH:14]=1, predict the reactants needed to synthesize it. The reactants are: I[CH2:2][CH:3]([CH3:5])[CH3:4].C(=O)([O-])[O-].[K+].[K+].[Cl:12][C:13]1[NH:18][C:17](=[O:19])[N:16]([CH3:20])[C:15](=[O:21])[CH:14]=1. (6) Given the product [CH3:38][O:39][C:40]1[CH:41]=[C:18]([C:11]2[N:12]=[CH:13][C:14]3[N:15]([C:17]([C:20]4[CH:27]=[CH:26][C:23]([C:24]#[N:25])=[CH:22][CH:21]=4)=[CH:18][N:19]=3)[CH:16]=2)[CH:17]=[CH:20][C:21]=1[C:8]([N:5]1[CH2:6][CH2:7][N:2]([CH3:1])[CH2:3][CH2:4]1)=[O:9], predict the reactants needed to synthesize it. The reactants are: [CH3:1][N:2]1[CH2:7][CH2:6][N:5]([CH:8]=[O:9])[CH2:4][CH2:3]1.Br[C:11]1[N:12]=[CH:13][C:14]2[N:15]([C:17]([C:20]3[CH:27]=[CH:26][C:23]([C:24]#[N:25])=[CH:22][CH:21]=3)=[CH:18][N:19]=2)[CH:16]=1.[O-]P([O-])([O-])=O.[K+].[K+].[K+].O1[CH2:41][CH2:40][O:39][CH2:38]C1.